Dataset: NCI-60 drug combinations with 297,098 pairs across 59 cell lines. Task: Regression. Given two drug SMILES strings and cell line genomic features, predict the synergy score measuring deviation from expected non-interaction effect. (1) Drug 1: C1=CC(=CC=C1C#N)C(C2=CC=C(C=C2)C#N)N3C=NC=N3. Drug 2: CC1=C(C(CCC1)(C)C)C=CC(=CC=CC(=CC(=O)O)C)C. Cell line: NCI-H226. Synergy scores: CSS=6.35, Synergy_ZIP=-5.28, Synergy_Bliss=-8.09, Synergy_Loewe=2.24, Synergy_HSA=-5.41. (2) Drug 1: CC1=C(C(CCC1)(C)C)C=CC(=CC=CC(=CC(=O)O)C)C. Drug 2: CC1=C2C(C(=O)C3(C(CC4C(C3C(C(C2(C)C)(CC1OC(=O)C(C(C5=CC=CC=C5)NC(=O)OC(C)(C)C)O)O)OC(=O)C6=CC=CC=C6)(CO4)OC(=O)C)O)C)O. Cell line: A498. Synergy scores: CSS=21.3, Synergy_ZIP=11.4, Synergy_Bliss=11.1, Synergy_Loewe=5.20, Synergy_HSA=5.56. (3) Drug 1: CS(=O)(=O)OCCCCOS(=O)(=O)C. Drug 2: C1CNP(=O)(OC1)N(CCCl)CCCl. Cell line: IGROV1. Synergy scores: CSS=0.783, Synergy_ZIP=0.362, Synergy_Bliss=-0.973, Synergy_Loewe=-3.31, Synergy_HSA=-3.32. (4) Drug 1: C1=CC(=C2C(=C1NCCNCCO)C(=O)C3=C(C=CC(=C3C2=O)O)O)NCCNCCO. Drug 2: CC1C(C(CC(O1)OC2CC(CC3=C2C(=C4C(=C3O)C(=O)C5=C(C4=O)C(=CC=C5)OC)O)(C(=O)C)O)N)O.Cl. Cell line: CAKI-1. Synergy scores: CSS=59.9, Synergy_ZIP=-5.06, Synergy_Bliss=-3.92, Synergy_Loewe=-1.14, Synergy_HSA=2.33. (5) Drug 1: CC1C(C(CC(O1)OC2CC(OC(C2O)C)OC3=CC4=CC5=C(C(=O)C(C(C5)C(C(=O)C(C(C)O)O)OC)OC6CC(C(C(O6)C)O)OC7CC(C(C(O7)C)O)OC8CC(C(C(O8)C)O)(C)O)C(=C4C(=C3C)O)O)O)O. Drug 2: CC(C)(C#N)C1=CC(=CC(=C1)CN2C=NC=N2)C(C)(C)C#N. Cell line: DU-145. Synergy scores: CSS=29.1, Synergy_ZIP=-0.760, Synergy_Bliss=-3.06, Synergy_Loewe=-11.8, Synergy_HSA=-4.43. (6) Drug 1: C1=NC2=C(N=C(N=C2N1C3C(C(C(O3)CO)O)O)F)N. Drug 2: C1C(C(OC1N2C=NC3=C2NC=NCC3O)CO)O. Cell line: NCI-H226. Synergy scores: CSS=-0.770, Synergy_ZIP=0.267, Synergy_Bliss=-1.52, Synergy_Loewe=-4.07, Synergy_HSA=-3.61. (7) Drug 1: COC1=CC(=CC(=C1O)OC)C2C3C(COC3=O)C(C4=CC5=C(C=C24)OCO5)OC6C(C(C7C(O6)COC(O7)C8=CC=CS8)O)O. Drug 2: CC1CCC2CC(C(=CC=CC=CC(CC(C(=O)C(C(C(=CC(C(=O)CC(OC(=O)C3CCCCN3C(=O)C(=O)C1(O2)O)C(C)CC4CCC(C(C4)OC)OCCO)C)C)O)OC)C)C)C)OC. Cell line: MOLT-4. Synergy scores: CSS=87.2, Synergy_ZIP=7.26, Synergy_Bliss=6.87, Synergy_Loewe=8.26, Synergy_HSA=10.7.